Task: Regression. Given a peptide amino acid sequence and an MHC pseudo amino acid sequence, predict their binding affinity value. This is MHC class I binding data.. Dataset: Peptide-MHC class I binding affinity with 185,985 pairs from IEDB/IMGT (1) The MHC is HLA-A26:03 with pseudo-sequence HLA-A26:03. The binding affinity (normalized) is 0.0847. The peptide sequence is HEGDIVPLF. (2) The peptide sequence is MLLKGTLFM. The MHC is HLA-B18:01 with pseudo-sequence HLA-B18:01. The binding affinity (normalized) is 0.0847. (3) The peptide sequence is RFIIFLFILL. The MHC is HLA-A02:01 with pseudo-sequence HLA-A02:01. The binding affinity (normalized) is 0.609. (4) The peptide sequence is SLASIGTSF. The MHC is HLA-B57:01 with pseudo-sequence HLA-B57:01. The binding affinity (normalized) is 0.0847. (5) The peptide sequence is SELVIGAVI. The MHC is HLA-B45:01 with pseudo-sequence HLA-B45:01. The binding affinity (normalized) is 0.534.